From a dataset of Forward reaction prediction with 1.9M reactions from USPTO patents (1976-2016). Predict the product of the given reaction. Given the reactants [CH3:1][O:2][C:3]1[CH:8]=[C:7]([CH2:9][O:10][CH3:11])[CH:6]=[C:5]([O:12][CH3:13])[C:4]=1[C:14](=[O:16])[CH3:15].C(N(CC)CC)C.FC(F)(F)S(O[Si](C(C)(C)C)(C)C)(=O)=O.[Br:39]N1C(=O)CCC1=O.C(=O)([O-])O.[Na+].[F-].C([N+](CCCC)(CCCC)CCCC)CCC.[Cl-].[NH4+], predict the reaction product. The product is: [Br:39][CH2:15][C:14]([C:4]1[C:5]([O:12][CH3:13])=[CH:6][C:7]([CH2:9][O:10][CH3:11])=[CH:8][C:3]=1[O:2][CH3:1])=[O:16].